The task is: Predict which catalyst facilitates the given reaction.. This data is from Catalyst prediction with 721,799 reactions and 888 catalyst types from USPTO. (1) Reactant: C([O-])([O-])=O.[Cs+].[Cs+].[NH:7]1[CH:11]=[CH:10][C:9]([C:12]([O:14][CH2:15][CH3:16])=[O:13])=[N:8]1.Br[C:18]1[CH:23]=[CH:22][C:21]([O:24][CH2:25][CH3:26])=[CH:20][CH:19]=1. Product: [CH2:25]([O:24][C:21]1[CH:22]=[CH:23][C:18]([N:7]2[CH:11]=[CH:10][C:9]([C:12]([O:14][CH2:15][CH3:16])=[O:13])=[N:8]2)=[CH:19][CH:20]=1)[CH3:26]. The catalyst class is: 10. (2) Reactant: FC(F)(F)S(O)(=O)=O.[Br:9][C:10]1[CH:30]=[CH:29][C:28]([Cl:31])=[CH:27][C:11]=1[CH2:12][CH2:13][NH:14][C:15](=O)[O:16]C1C=CC([N+]([O-])=O)=CC=1. Product: [Br:9][C:10]1[CH:30]=[CH:29][C:28]([Cl:31])=[C:27]2[C:11]=1[CH2:12][CH2:13][NH:14][C:15]2=[O:16]. The catalyst class is: 26. (3) Reactant: [F:1][C:2]([F:20])([F:19])[C:3]1[N:7]([CH2:8][CH2:9][OH:10])[C:6]2[CH:11]=[CH:12][C:13]([C:15]([F:18])([F:17])[F:16])=[CH:14][C:5]=2[N:4]=1.CCN(CC)CC.[CH3:28][S:29](Cl)(=[O:31])=[O:30]. Product: [CH3:28][S:29]([O:10][CH2:9][CH2:8][N:7]1[C:6]2[CH:11]=[CH:12][C:13]([C:15]([F:18])([F:17])[F:16])=[CH:14][C:5]=2[N:4]=[C:3]1[C:2]([F:1])([F:19])[F:20])(=[O:31])=[O:30]. The catalyst class is: 2. (4) Reactant: [CH2:1]([O:3][C:4](=[O:39])[CH2:5][C:6]1[CH:11]=[CH:10][C:9]([O:12][CH3:13])=[C:8]([O:14][C:15]2[CH:20]=[CH:19][C:18]([C:21]([F:24])([F:23])[F:22])=[CH:17][C:16]=2[CH2:25][N:26]2[C@@H:30]([CH3:31])[C@@H:29]([C:32]3[CH:37]=[CH:36][CH:35]=[CH:34][CH:33]=3)[O:28][C:27]2=[O:38])[CH:7]=1)[CH3:2].IC.[CH3:42][Si]([N-][Si](C)(C)C)(C)C.[Na+]. Product: [CH2:1]([O:3][C:4](=[O:39])[CH:5]([C:6]1[CH:11]=[CH:10][C:9]([O:12][CH3:13])=[C:8]([O:14][C:15]2[CH:20]=[CH:19][C:18]([C:21]([F:23])([F:24])[F:22])=[CH:17][C:16]=2[CH2:25][N:26]2[C@@H:30]([CH3:31])[C@@H:29]([C:32]3[CH:33]=[CH:34][CH:35]=[CH:36][CH:37]=3)[O:28][C:27]2=[O:38])[CH:7]=1)[CH3:42])[CH3:2]. The catalyst class is: 1. (5) Reactant: O.[OH-].[Li+].C[O:5][C:6]([C:8]1[C:16]2[C:11](=[CH:12][CH:13]=[CH:14][CH:15]=2)[N:10]([C:17]2[C:26]3[C:21](=[CH:22][CH:23]=[C:24]([O:27][CH3:28])[CH:25]=3)[N:20]=[CH:19][CH:18]=2)[CH:9]=1)=[O:7]. Product: [C:6]([C:8]1[C:16]2[C:11](=[CH:12][CH:13]=[CH:14][CH:15]=2)[N:10]([C:17]2[C:26]3[C:21](=[CH:22][CH:23]=[C:24]([O:27][CH3:28])[CH:25]=3)[N:20]=[CH:19][CH:18]=2)[CH:9]=1)([OH:7])=[O:5]. The catalyst class is: 30. (6) Reactant: C(ON1C2N=CN=C(C)C=2C(NCC2C=CC([N:28](S(C3C=CC=CC=3)(=O)=O)[S:29]([C:32]3[CH:37]=[CH:36][CH:35]=[CH:34][CH:33]=3)(=[O:31])=[O:30])=CC=2)=C(C(OCC)=O)C1=O)C1C=CC=CC=1.CO.[OH-].[Na+].C(=O)(O)[O-].[Na+]. Product: [C:32]1([S:29]([NH2:28])(=[O:31])=[O:30])[CH:37]=[CH:36][CH:35]=[CH:34][CH:33]=1. The catalyst class is: 13. (7) Reactant: [Li]CCCC.[CH:6]1[C:18]2[CH2:17][C:16]3[C:11](=[CH:12][CH:13]=[CH:14][CH:15]=3)[C:10]=2[CH:9]=[CH:8][CH:7]=1.[CH3:19][C:20]([CH2:26][CH2:27][CH2:28][CH3:29])=[C:21]1[CH:25]=[CH:24][CH:23]=[CH:22]1. Product: [CH3:19][C:20]([CH2:26][CH2:27][CH2:28][CH3:29])([CH:21]1[CH:22]=[CH:23][CH:24]=[CH:25]1)[C:6]1[C:18]2[CH2:17][C:16]3[C:11](=[CH:12][CH:13]=[CH:14][CH:15]=3)[C:10]=2[CH:9]=[CH:8][CH:7]=1. The catalyst class is: 28.